Dataset: Full USPTO retrosynthesis dataset with 1.9M reactions from patents (1976-2016). Task: Predict the reactants needed to synthesize the given product. (1) Given the product [Si:3]([O:10][CH2:11][C:12]1[N:13]=[C:14]([C:17]([OH:19])([CH3:20])[CH3:18])[O:15][CH:16]=1)([C:6]([CH3:9])([CH3:7])[CH3:8])([CH3:5])[CH3:4], predict the reactants needed to synthesize it. The reactants are: N#N.[Si:3]([O:10][CH2:11][C:12]1[N:13]=[C:14]([C:17](=[O:19])[CH3:18])[O:15][CH:16]=1)([C:6]([CH3:9])([CH3:8])[CH3:7])([CH3:5])[CH3:4].[CH3:20][Al](C)C.[NH4+].[Cl-]. (2) Given the product [F:15][C:16]1[CH:21]=[C:20]([F:22])[CH:19]=[CH:18][C:17]=1[C:2]1[S:6][C:5](=[N:7][C:8](=[O:10])[CH3:9])[N:4]([CH2:11][CH2:12][O:13][CH3:14])[CH:3]=1, predict the reactants needed to synthesize it. The reactants are: Cl[C:2]1[S:6][C:5](=[N:7][C:8](=[O:10])[CH3:9])[N:4]([CH2:11][CH2:12][O:13][CH3:14])[CH:3]=1.[F:15][C:16]1[CH:21]=[C:20]([F:22])[CH:19]=[CH:18][C:17]=1B(O)O.C([O-])([O-])=O.[Na+].[Na+].